Predict which catalyst facilitates the given reaction. From a dataset of Catalyst prediction with 721,799 reactions and 888 catalyst types from USPTO. (1) Reactant: [N:1]1([C:7]2[CH:12]=[CH:11][C:10]([NH:13][C:14]([C:16]3[C:17]([C:23]4[CH:28]=[CH:27][C:26]([CH:29]([CH3:31])[CH3:30])=[CH:25][CH:24]=4)=[C:18]([CH3:22])[CH:19]=[CH:20][CH:21]=3)=[O:15])=[CH:9][CH:8]=2)[CH2:6][CH2:5][NH:4][CH2:3][CH2:2]1.[CH3:32][C:33]1[N:37]=[C:36]([C:38]2[CH:39]=[C:40]([CH:43]=[CH:44][CH:45]=2)[CH:41]=O)[O:35][N:34]=1.C(O)(=O)C.C(O[BH-](OC(=O)C)OC(=O)C)(=O)C.[Na+]. Product: [CH3:32][C:33]1[N:37]=[C:36]([C:38]2[CH:39]=[C:40]([CH:43]=[CH:44][CH:45]=2)[CH2:41][N:4]2[CH2:3][CH2:2][N:1]([C:7]3[CH:8]=[CH:9][C:10]([NH:13][C:14]([C:16]4[C:17]([C:23]5[CH:24]=[CH:25][C:26]([CH:29]([CH3:31])[CH3:30])=[CH:27][CH:28]=5)=[C:18]([CH3:22])[CH:19]=[CH:20][CH:21]=4)=[O:15])=[CH:11][CH:12]=3)[CH2:6][CH2:5]2)[O:35][N:34]=1. The catalyst class is: 26. (2) The catalyst class is: 38. Reactant: [CH2:1]([N:3]([CH2:34][CH3:35])[CH2:4]/[CH:5]=[CH:6]\[C:7]1[CH:12]=[C:11]([F:13])[CH:10]=[CH:9][C:8]=1[S:14]([NH:17][C:18]1[C:27]([C:28]([O:30]C)=[O:29])=[C:26]2[C:21]([CH:22]3[CH2:32][CH:23]3[CH2:24][O:25]2)=[CH:20][C:19]=1[F:33])(=[O:16])=[O:15])[CH3:2].[OH-].[Li+]. Product: [CH2:34]([N:3]([CH2:1][CH3:2])[CH2:4]/[CH:5]=[CH:6]\[C:7]1[CH:12]=[C:11]([F:13])[CH:10]=[CH:9][C:8]=1[S:14]([NH:17][C:18]1[C:27]([C:28]([OH:30])=[O:29])=[C:26]2[C:21]([CH:22]3[CH2:32][CH:23]3[CH2:24][O:25]2)=[CH:20][C:19]=1[F:33])(=[O:16])=[O:15])[CH3:35]. (3) Reactant: [CH2:1]([O:8][C:9]1[CH:14]=[CH:13][C:12]([CH2:15][CH2:16][CH2:17][CH2:18][CH:19]([CH2:22][OH:23])[CH2:20][OH:21])=[CH:11][CH:10]=1)[C:2]1[CH:7]=[CH:6][CH:5]=[CH:4][CH:3]=1.[C:24]([O:29][CH3:30])(=[O:28])[C:25]([CH3:27])=O.C(=O)(O)[O-].[Na+]. Product: [CH2:1]([O:8][C:9]1[CH:14]=[CH:13][C:12]([CH2:15][CH2:16][CH2:17][CH2:18][CH:19]2[CH2:20][O:21][C:25]([CH3:27])([C:24]([O:29][CH3:30])=[O:28])[O:23][CH2:22]2)=[CH:11][CH:10]=1)[C:2]1[CH:3]=[CH:4][CH:5]=[CH:6][CH:7]=1. The catalyst class is: 10. (4) Reactant: [NH:1]1[CH2:8][CH2:7][CH2:6][C@H:2]1[C:3]([OH:5])=[O:4].CN1CCOCC1.[F:16][C:17]([F:24])([F:23])[C:18](SCC)=[O:19].C(S)C. Product: [F:16][C:17]([F:24])([F:23])[C:18]([N:1]1[CH2:8][CH2:7][CH2:6][C@H:2]1[C:3]([OH:5])=[O:4])=[O:19]. The catalyst class is: 10.